From a dataset of Full USPTO retrosynthesis dataset with 1.9M reactions from patents (1976-2016). Predict the reactants needed to synthesize the given product. Given the product [CH2:28]([O:30][C:31](=[O:34])[CH2:32][O:17][C:10]1[CH:11]=[C:12]([F:16])[C:13]([CH3:15])=[CH:14][C:9]=1[C:8](=[O:18])[NH:7][CH2:6][C:5]1[CH:19]=[CH:20][C:2]([Br:1])=[CH:3][C:4]=1[F:21])[CH3:29], predict the reactants needed to synthesize it. The reactants are: [Br:1][C:2]1[CH:20]=[CH:19][C:5]([CH2:6][NH:7][C:8](=[O:18])[C:9]2[CH:14]=[C:13]([CH3:15])[C:12]([F:16])=[CH:11][C:10]=2[OH:17])=[C:4]([F:21])[CH:3]=1.C([O-])([O-])=O.[K+].[K+].[CH2:28]([O:30][C:31](=[O:34])[CH2:32]Br)[CH3:29].